Dataset: Full USPTO retrosynthesis dataset with 1.9M reactions from patents (1976-2016). Task: Predict the reactants needed to synthesize the given product. (1) Given the product [OH:22][CH2:21][CH:17]1[CH2:18][CH2:19][CH2:20][CH:15]([C:6]2[CH:7]=[CH:8][C:9]([OH:11])=[CH:10][C:5]=2[OH:4])[CH2:16]1, predict the reactants needed to synthesize it. The reactants are: COC[O:4][C:5]1[CH:10]=[C:9]([O:11]COC)[CH:8]=[CH:7][C:6]=1[CH:15]1[CH2:20][CH2:19][CH2:18][CH:17]([CH2:21][OH:22])[CH2:16]1. (2) Given the product [Br:1][C:2]1[CH:10]=[C:9]2[C:5]([C:6]([CH3:13])([CH3:12])[C:7](=[O:11])[N:8]2[CH2:15][CH:16]2[CH2:19][CH2:18][CH2:17]2)=[CH:4][CH:3]=1, predict the reactants needed to synthesize it. The reactants are: [Br:1][C:2]1[CH:10]=[C:9]2[C:5]([C:6]([CH3:13])([CH3:12])[C:7](=[O:11])[NH:8]2)=[CH:4][CH:3]=1.Br[CH2:15][CH:16]1[CH2:19][CH2:18][CH2:17]1.C(=O)([O-])[O-].[Cs+].[Cs+].Cl. (3) Given the product [O:14]1[CH2:15][CH2:16][N:11]([CH2:2][C:3]2[CH:4]=[CH:5][C:6]([C:9]#[N:10])=[N:7][CH:8]=2)[CH2:12][CH2:13]1, predict the reactants needed to synthesize it. The reactants are: Br[CH2:2][C:3]1[CH:4]=[CH:5][C:6]([C:9]#[N:10])=[N:7][CH:8]=1.[NH:11]1[CH2:16][CH2:15][O:14][CH2:13][CH2:12]1. (4) Given the product [CH2:3]([C:7]1[N:8]=[N:9][C:10]([O:30][CH:31]2[CH2:36][CH2:35][N:34]([CH3:39])[CH2:33][CH2:32]2)=[C:11]([C:26]([F:28])([F:27])[F:29])[C:12]=1[C:13]1[CH:14]=[CH:15][C:16]([O:19][CH:20]2[CH2:21][CH2:22][CH2:23][CH2:24][CH2:25]2)=[CH:17][CH:18]=1)[CH2:4][CH2:5][CH3:6], predict the reactants needed to synthesize it. The reactants are: Cl.Cl.[CH2:3]([C:7]1[N:8]=[N:9][C:10]([O:30][CH:31]2[CH2:36][CH2:35][NH:34][CH2:33][CH2:32]2)=[C:11]([C:26]([F:29])([F:28])[F:27])[C:12]=1[C:13]1[CH:18]=[CH:17][C:16]([O:19][CH:20]2[CH2:25][CH2:24][CH2:23][CH2:22][CH2:21]2)=[CH:15][CH:14]=1)[CH2:4][CH2:5][CH3:6].C=O.[C:39](O[BH-](OC(=O)C)OC(=O)C)(=O)C.